Predict the reactants needed to synthesize the given product. From a dataset of Full USPTO retrosynthesis dataset with 1.9M reactions from patents (1976-2016). (1) Given the product [NH2:38][CH2:37][C:32]1[CH:33]=[CH:34][CH:35]=[CH:36][C:31]=1[NH:30][C:28]([CH:16]([NH:15][C:13]([N:10]1[CH2:11][CH2:12][CH:7]([O:6][C:5]2[CH:4]=[CH:3][C:2]([F:1])=[CH:46][CH:45]=2)[CH2:8][CH2:9]1)=[O:14])[CH:17]([C:19]1[C:27]2[C:22](=[CH:23][CH:24]=[CH:25][CH:26]=2)[NH:21][CH:20]=1)[CH3:18])=[O:29], predict the reactants needed to synthesize it. The reactants are: [F:1][C:2]1[CH:46]=[CH:45][C:5]([O:6][CH:7]2[CH2:12][CH2:11][N:10]([C:13]([NH:15][CH:16]([C:28]([NH:30][C:31]3[CH:36]=[CH:35][CH:34]=[CH:33][C:32]=3[CH2:37][NH:38]C(=O)C(F)(F)F)=[O:29])[CH:17]([C:19]3[C:27]4[C:22](=[CH:23][CH:24]=[CH:25][CH:26]=4)[NH:21][CH:20]=3)[CH3:18])=[O:14])[CH2:9][CH2:8]2)=[CH:4][CH:3]=1.C(=O)([O-])[O-].[K+].[K+]. (2) Given the product [F:23][C:24]1[CH:29]=[CH:28][C:27]([NH:30][C:5](=[O:7])[C:4]2[CH:8]=[CH:9][C:10]([CH3:11])=[C:2]([I:1])[CH:3]=2)=[CH:26][C:25]=1[C:31]([F:32])([F:33])[F:34], predict the reactants needed to synthesize it. The reactants are: [I:1][C:2]1[CH:3]=[C:4]([CH:8]=[CH:9][C:10]=1[CH3:11])[C:5]([OH:7])=O.S(Cl)(Cl)=O.C(N(CC)CC)C.[F:23][C:24]1[CH:29]=[CH:28][C:27]([NH2:30])=[CH:26][C:25]=1[C:31]([F:34])([F:33])[F:32]. (3) The reactants are: [F:1][C:2]1[C:7]([C:8]2[CH:13]=[CH:12][CH:11]=[CH:10][C:9]=2[O:14][CH3:15])=[CH:6][C:5]([C:16]([OH:18])=O)=[CH:4][CH:3]=1.C(Cl)(=O)C(Cl)=O.[F:25][C:26]([F:46])([F:45])[C:27]1[CH:32]=[CH:31][C:30]([N:33]2[CH:37]=[N:36][C:35]([C:38]3[CH:44]=[CH:43][C:41]([NH2:42])=[CH:40][CH:39]=3)=[N:34]2)=[CH:29][CH:28]=1.C(N(C(C)C)CC)(C)C. Given the product [F:1][C:2]1[C:7]([C:8]2[CH:13]=[CH:12][CH:11]=[CH:10][C:9]=2[O:14][CH3:15])=[CH:6][C:5]([C:16]([NH:42][C:41]2[CH:43]=[CH:44][C:38]([C:35]3[N:36]=[CH:37][N:33]([C:30]4[CH:31]=[CH:32][C:27]([C:26]([F:46])([F:45])[F:25])=[CH:28][CH:29]=4)[N:34]=3)=[CH:39][CH:40]=2)=[O:18])=[CH:4][CH:3]=1, predict the reactants needed to synthesize it.